Predict the reactants needed to synthesize the given product. From a dataset of Full USPTO retrosynthesis dataset with 1.9M reactions from patents (1976-2016). (1) Given the product [C:15]([O:14][C:12](=[O:13])[NH:19][C@H:20]([C:22]1[N:41]([C:42]2[CH:49]=[CH:48][CH:47]=[C:44]([C:45]#[N:46])[CH:43]=2)[C:8](=[O:10])[C:7]2[C:6](=[CH:5][CH:4]=[CH:3][C:2]=2[Cl:1])[N:11]=1)[CH3:21])([CH3:18])([CH3:17])[CH3:16], predict the reactants needed to synthesize it. The reactants are: [Cl:1][C:2]1[CH:3]=[CH:4][CH:5]=[C:6]([NH2:11])[C:7]=1[C:8]([OH:10])=O.[C:12]([NH:19][C@H:20]([C:22](O)=O)[CH3:21])([O:14][C:15]([CH3:18])([CH3:17])[CH3:16])=[O:13].P([O-])(OC1C=CC=CC=1)OC1C=CC=CC=1.[NH2:41][C:42]1[CH:43]=[C:44]([CH:47]=[CH:48][CH:49]=1)[C:45]#[N:46]. (2) Given the product [CH3:1][N:2]([CH2:3][C:4]1[C:12]2[O:11][N:10]=[C:9]([CH2:13][CH2:14][CH:15]3[CH2:16][CH2:17][N:18]([C:21]4[N:22]=[N:23][CH:24]=[CH:25][CH:26]=4)[CH2:19][CH2:20]3)[C:8]=2[CH:7]=[CH:6][C:5]=1[O:27][CH2:28][CH:29]1[CH2:31][CH2:30]1)[CH3:34], predict the reactants needed to synthesize it. The reactants are: [CH3:1][NH:2][CH2:3][C:4]1[C:12]2[O:11][N:10]=[C:9]([CH2:13][CH2:14][CH:15]3[CH2:20][CH2:19][N:18]([C:21]4[N:22]=[N:23][CH:24]=[CH:25][CH:26]=4)[CH2:17][CH2:16]3)[C:8]=2[CH:7]=[CH:6][C:5]=1[O:27][CH2:28][CH:29]1[CH2:31][CH2:30]1.C=O.[C:34](O[BH-](OC(=O)C)OC(=O)C)(=O)C.[Na+].[Cl-].[Na+].[OH-].[Na+]. (3) Given the product [CH2:24]([O:26][C:27]([C:29]1[C:30]2[S:38][CH:37]=[C:36]([CH2:39][O:23][C:19]3[CH:20]=[CH:21][CH:22]=[C:17]([O:16][CH2:15][CH2:14][C:11]4[CH:10]=[CH:9][C:8]([Cl:7])=[CH:13][CH:12]=4)[CH:18]=3)[C:31]=2[C:32]([Cl:35])=[N:33][CH:34]=1)=[O:28])[CH3:25], predict the reactants needed to synthesize it. The reactants are: C(=O)([O-])[O-].[K+].[K+].[Cl:7][C:8]1[CH:13]=[CH:12][C:11]([CH2:14][CH2:15][O:16][C:17]2[CH:18]=[C:19]([OH:23])[CH:20]=[CH:21][CH:22]=2)=[CH:10][CH:9]=1.[CH2:24]([O:26][C:27]([C:29]1[C:30]2[S:38][CH:37]=[C:36]([CH2:39]Br)[C:31]=2[C:32]([Cl:35])=[N:33][CH:34]=1)=[O:28])[CH3:25]. (4) Given the product [N:34]1[CH:35]=[CH:36][CH:37]=[CH:38][C:33]=1[C:2]1[CH:16]=[N:15][C:5]2[NH:6][C:7]3[CH:12]=[N:11][C:10]([C:13]#[N:14])=[CH:9][C:8]=3[C:4]=2[CH:3]=1, predict the reactants needed to synthesize it. The reactants are: Br[C:2]1[CH:16]=[N:15][C:5]2[NH:6][C:7]3[CH:12]=[N:11][C:10]([C:13]#[N:14])=[CH:9][C:8]=3[C:4]=2[CH:3]=1.[Cl-].[Li+].CCN(C(C)C)C(C)C.C([Sn](CCCC)(CCCC)[C:33]1[CH:38]=[CH:37][CH:36]=[CH:35][N:34]=1)CCC.[F-].[K+]. (5) Given the product [CH:15]1([C:2]2[N:7]=[C:6]([NH:8][C:9](=[O:14])[C:10]([CH3:13])([CH3:12])[CH3:11])[CH:5]=[CH:4][CH:3]=2)[CH2:17][CH2:16]1, predict the reactants needed to synthesize it. The reactants are: Br[C:2]1[N:7]=[C:6]([NH:8][C:9](=[O:14])[C:10]([CH3:13])([CH3:12])[CH3:11])[CH:5]=[CH:4][CH:3]=1.[CH:15]1(B(O)O)[CH2:17][CH2:16]1.C1(P(C2CCCCC2)C2CCCCC2)CCCCC1.[O-]P([O-])([O-])=O.[K+].[K+].[K+]. (6) Given the product [N:14]1[CH:15]=[CH:16][C:11]([S:8][C:4]2[CH:3]=[C:2]([CH:7]=[CH:6][CH:5]=2)[NH2:1])=[CH:12][CH:13]=1, predict the reactants needed to synthesize it. The reactants are: [NH2:1][C:2]1[CH:3]=[C:4]([SH:8])[CH:5]=[CH:6][CH:7]=1.Cl.Cl[C:11]1[CH:16]=[CH:15][N:14]=[CH:13][CH:12]=1.C([O-])([O-])=O.[K+].[K+]. (7) Given the product [CH3:1][O:2][C:3]([C:5]1[CH:9]=[C:8]2[N:10]=[C:20]([CH3:22])[CH:19]=[C:11]([C:12]3[CH:17]=[CH:16][CH:15]=[CH:14][CH:13]=3)[N:7]2[N:6]=1)=[O:4].[CH3:1][O:2][C:3]([C:5]1[CH:9]=[C:8]2[N:10]=[C:11]([C:12]3[CH:17]=[CH:16][CH:15]=[CH:14][CH:13]=3)[CH:19]=[C:20]([CH3:22])[N:7]2[N:6]=1)=[O:4], predict the reactants needed to synthesize it. The reactants are: [CH3:1][O:2][C:3]([C:5]1[CH:9]=[C:8]([NH2:10])[NH:7][N:6]=1)=[O:4].[C:11]([CH2:19][C:20]([CH3:22])=O)(=O)[C:12]1[CH:17]=[CH:16][CH:15]=[CH:14][CH:13]=1. (8) Given the product [NH2:24][C@@H:19]([CH2:20][CH:21]([CH3:23])[CH3:22])[CH2:18][O:17][C:13]1[C:14]([CH3:16])=[CH:15][C:10]2[C:9]3[C:4](=[CH:5][N:6]=[CH:7][CH:8]=3)[C:3](=[O:32])[N:2]([CH3:1])[C:11]=2[CH:12]=1, predict the reactants needed to synthesize it. The reactants are: [CH3:1][N:2]1[C:11]2[CH:12]=[C:13]([O:17][CH2:18][C@@H:19]([NH:24]C(=O)OC(C)(C)C)[CH2:20][CH:21]([CH3:23])[CH3:22])[C:14]([CH3:16])=[CH:15][C:10]=2[C:9]2[C:4](=[CH:5][N:6]=[CH:7][CH:8]=2)[C:3]1=[O:32].Cl.O1CCOCC1. (9) Given the product [CH2:18]([N:25]1[CH2:29][CH2:28][C@@H:27]([C:9]([C:5]2[CH:6]=[CH:7][CH:8]=[C:3]([O:2][CH3:1])[CH:4]=2)([C:12]2[CH:17]=[CH:16][CH:15]=[CH:14][CH:13]=2)[C:10]#[N:11])[CH2:26]1)[C:19]1[CH:24]=[CH:23][CH:22]=[CH:21][CH:20]=1, predict the reactants needed to synthesize it. The reactants are: [CH3:1][O:2][C:3]1[CH:4]=[C:5]([CH:9]([C:12]2[CH:17]=[CH:16][CH:15]=[CH:14][CH:13]=2)[C:10]#[N:11])[CH:6]=[CH:7][CH:8]=1.[CH2:18]([N:25]1[CH2:29][CH2:28][C@H:27](OS(C2C=CC(C)=CC=2)(=O)=O)[CH2:26]1)[C:19]1[CH:24]=[CH:23][CH:22]=[CH:21][CH:20]=1.CC(C)([O-])C.[K+].O.